From a dataset of Peptide-MHC class I binding affinity with 185,985 pairs from IEDB/IMGT. Regression. Given a peptide amino acid sequence and an MHC pseudo amino acid sequence, predict their binding affinity value. This is MHC class I binding data. (1) The peptide sequence is MMCYFLTATP. The MHC is HLA-A02:01 with pseudo-sequence HLA-A02:01. The binding affinity (normalized) is 0.733. (2) The peptide sequence is ARWLFPVYL. The MHC is HLA-C06:02 with pseudo-sequence HLA-C06:02. The binding affinity (normalized) is 0.508. (3) The peptide sequence is FLKEKGGL. The MHC is HLA-A02:01 with pseudo-sequence HLA-A02:01. The binding affinity (normalized) is 0.0389. (4) The peptide sequence is VNRWLFRHL. The MHC is HLA-A01:01 with pseudo-sequence HLA-A01:01. The binding affinity (normalized) is 0.0847. (5) The peptide sequence is WLAGFEPSE. The MHC is HLA-A02:11 with pseudo-sequence HLA-A02:11. The binding affinity (normalized) is 0.0847.